Dataset: Reaction yield outcomes from USPTO patents with 853,638 reactions. Task: Predict the reaction yield, written as a fraction of the theoretical maximum amount of product (1.0 means a 100% yield; for example, 0.34 means a 34% yield). (1) The reactants are [H-].[Na+].[CH2:3]([OH:15])[CH2:4][O:5][CH2:6][CH2:7][O:8][CH2:9][CH2:10][O:11][CH2:12][CH2:13]O.S([O-])(=O)(=O)C.[CH2:21]([O:28][CH2:29][CH2:30][O:31][CH2:32][CH2:33][O:34][CH2:35][CH2:36][O:37][CH2:38][CH2:39][OH:40])[C:22]1[CH:27]=[CH:26][CH:25]=[CH:24][CH:23]=1. The catalyst is O1CCCC1. The product is [CH2:21]([O:28][CH2:29][CH2:30][O:31][CH2:32][CH2:33][O:34][CH2:35][CH2:36][O:37][CH2:38][CH2:39][O:40][CH2:13][CH2:12][O:11][CH2:10][CH2:9][O:8][CH2:7][CH2:6][O:5][CH2:4][CH2:3][OH:15])[C:22]1[CH:23]=[CH:24][CH:25]=[CH:26][CH:27]=1. The yield is 0.340. (2) The catalyst is CN1C(=O)CCC1. The product is [OH:23][C:20]([C:17]1[CH:18]=[CH:19][C:14]([C:13]([NH:12][C:4]2[CH:3]=[C:2]([N:38]3[CH2:39][CH2:40][CH2:41][C@@H:36]([C:34]([NH:33][CH3:32])=[O:35])[CH2:37]3)[N:7]3[N:8]=[CH:9][CH:10]=[C:6]3[N:5]=2)=[O:24])=[CH:15][CH:16]=1)([CH3:21])[CH3:22]. The reactants are Cl[C:2]1[N:7]2[N:8]=[C:9](C)[CH:10]=[C:6]2[N:5]=[C:4]([NH:12][C:13](=[O:24])[C:14]2[CH:19]=[CH:18][C:17]([C:20]([OH:23])([CH3:22])[CH3:21])=[CH:16][CH:15]=2)[CH:3]=1.FC(F)(F)C(O)=O.[CH3:32][NH:33][C:34]([C@@H:36]1[CH2:41][CH2:40][CH2:39][NH:38][CH2:37]1)=[O:35].C(N(C(C)C)CC)(C)C. The yield is 0.880. (3) The reactants are [CH2:1]([O:3][C:4](=[O:29])[CH2:5][C@@H:6]([C:22]1[CH:23]=[N:24][C:25]([CH3:28])=[N:26][CH:27]=1)[CH:7]=[CH:8][CH2:9][CH2:10][CH2:11][CH2:12][CH2:13][O:14]CC1C=CC=CC=1)[CH3:2].C1CC=CCC=1. The catalyst is [Pd].C(O)(=O)C. The product is [CH2:1]([O:3][C:4](=[O:29])[CH2:5][C@@H:6]([C:22]1[CH:23]=[N:24][C:25]([CH3:28])=[N:26][CH:27]=1)[CH2:7][CH2:8][CH2:9][CH2:10][CH2:11][CH2:12][CH2:13][OH:14])[CH3:2]. The yield is 0.880. (4) The reactants are [N+:1]([C:4]1[CH:10]=[CH:9][C:7]([NH2:8])=[CH:6][CH:5]=1)([O-:3])=[O:2].[C:11]1(=O)[O:16][C:14](=[O:15])[C:13]2=[CH:17][CH:18]=[CH:19][CH:20]=[C:12]12. The catalyst is C(O)(=O)C. The product is [N+:1]([C:4]1[CH:10]=[CH:9][C:7]([N:8]2[C:14](=[O:15])[C:13]3[C:12](=[CH:20][CH:19]=[CH:18][CH:17]=3)[C:11]2=[O:16])=[CH:6][CH:5]=1)([O-:3])=[O:2]. The yield is 0.650. (5) The reactants are [NH2:1][C:2]1[CH:12]=[CH:11][C:5]([C:6]([O:8][CH2:9][CH3:10])=[O:7])=[CH:4][CH:3]=1.[F:13][C:14]([F:27])([F:26])[S:15](O[S:15]([C:14]([F:27])([F:26])[F:13])(=[O:17])=[O:16])(=[O:17])=[O:16].C(N(CC)CC)C. The catalyst is ClCCl. The product is [F:13][C:14]([F:27])([F:26])[S:15]([NH:1][C:2]1[CH:3]=[CH:4][C:5]([C:6]([O:8][CH2:9][CH3:10])=[O:7])=[CH:11][CH:12]=1)(=[O:17])=[O:16]. The yield is 0.710. (6) No catalyst specified. The yield is 0.580. The reactants are Br[CH2:2][C:3]([CH2:26][CH3:27])=[CH:4][CH2:5][C:6]1[C:14]([O:15]CC[Si](C)(C)C)=[C:13]2[C:9]([CH2:10][O:11][C:12]2=[O:22])=[C:8]([CH3:23])[C:7]=1[O:24][CH3:25].C[O:29][P:30]([O:33]C)[O:31]C.C[Si](Br)(C)C.N1C(C)=CC=CC=1C. The product is [CH2:26]([C:3](=[CH:4][CH2:5][C:6]1[C:14]([OH:15])=[C:13]2[C:9](=[C:8]([CH3:23])[C:7]=1[O:24][CH3:25])[CH2:10][O:11][C:12]2=[O:22])[CH2:2][P:30](=[O:29])([OH:33])[OH:31])[CH3:27]. (7) The reactants are C([Mg]Cl)(C)C.[Cl:6][C:7]1[N:17]=[CH:16][C:15]2[O:14][CH2:13][CH2:12][N:11]3[C:18](I)=[C:19]([I:21])[N:20]=[C:10]3[C:9]=2[CH:8]=1.[NH4+].[Cl-]. The catalyst is O1CCCC1. The product is [Cl:6][C:7]1[N:17]=[CH:16][C:15]2[O:14][CH2:13][CH2:12][N:11]3[CH:18]=[C:19]([I:21])[N:20]=[C:10]3[C:9]=2[CH:8]=1. The yield is 0.985.